From a dataset of Catalyst prediction with 721,799 reactions and 888 catalyst types from USPTO. Predict which catalyst facilitates the given reaction. (1) Reactant: [C:1]([O:5][C:6]([N:8]1[CH2:12][CH2:11][C@H:10]([OH:13])[C@H:9]1[C:14]([OH:16])=O)=[O:7])([CH3:4])([CH3:3])[CH3:2].CN(C(ON1N=NC2C=CC=NC1=2)=[N+](C)C)C.F[P-](F)(F)(F)(F)F.CCN(C(C)C)C(C)C.Cl.[CH3:51][O:52][C:53]1[C:57]([CH2:58][NH2:59])=[CH:56][N:55]([C:60]2[CH:61]=[N:62][C:63]([C:66]([F:69])([F:68])[F:67])=[CH:64][CH:65]=2)[N:54]=1. Product: [OH:13][C@H:10]1[CH2:11][CH2:12][N:8]([C:6]([O:5][C:1]([CH3:2])([CH3:3])[CH3:4])=[O:7])[C@@H:9]1[C:14](=[O:16])[NH:59][CH2:58][C:57]1[C:53]([O:52][CH3:51])=[N:54][N:55]([C:60]2[CH:61]=[N:62][C:63]([C:66]([F:68])([F:69])[F:67])=[CH:64][CH:65]=2)[CH:56]=1. The catalyst class is: 42. (2) Reactant: C[O:2][C:3](=[O:62])[C@H:4]([CH2:20][C:21]1[CH:26]=[CH:25][C:24]([O:27][CH2:28][C:29]2[N:33]([CH3:34])[C:32]3[CH:35]=[C:36]([O:39][C:40]4[CH:45]=[C:44]([CH3:46])[C:43]([NH:47][C:48]([NH:50][C:51]5[CH:56]=[CH:55][C:54]([C:57]([F:60])([F:59])[F:58])=[CH:53][CH:52]=5)=[O:49])=[C:42]([CH3:61])[CH:41]=4)[CH:37]=[CH:38][C:31]=3[N:30]=2)=[CH:23][CH:22]=1)[NH:5][C:6]1[CH:11]=[CH:10][CH:9]=[CH:8][C:7]=1[C:12](=[O:19])[C:13]1[CH:18]=[CH:17][CH:16]=[CH:15][CH:14]=1.O.[OH-].[Li+].O1CCCC1.Cl. Product: [F:60][C:57]([F:58])([F:59])[C:54]1[CH:53]=[CH:52][C:51]([NH:50][C:48](=[O:49])[NH:47][C:43]2[C:42]([CH3:61])=[CH:41][C:40]([O:39][C:36]3[CH:37]=[CH:38][C:31]4[N:30]=[C:29]([CH2:28][O:27][C:24]5[CH:25]=[CH:26][C:21]([CH2:20][C@@H:4]([C:3]([OH:62])=[O:2])[NH:5][C:6]6[CH:11]=[CH:10][CH:9]=[CH:8][C:7]=6[C:12](=[O:19])[C:13]6[CH:18]=[CH:17][CH:16]=[CH:15][CH:14]=6)=[CH:22][CH:23]=5)[N:33]([CH3:34])[C:32]=4[CH:35]=3)=[CH:45][C:44]=2[CH3:46])=[CH:56][CH:55]=1. The catalyst class is: 6. (3) Reactant: [CH3:1][C:2]1[C:7]([C:8]2[CH:13]=[CH:12][C:11]([C:14]([F:17])([F:16])[F:15])=[CH:10][CH:9]=2)=[C:6]([C:18]([NH:20][C:21]2[CH:43]=[CH:42][C:24]([O:25][CH2:26][CH2:27][C:28]3[N:33]=[C:32]([NH:34]C(=O)OC(C)(C)C)[CH:31]=[CH:30][CH:29]=3)=[CH:23][CH:22]=2)=[O:19])[CH:5]=[CH:4][CH:3]=1.FC(F)(F)C(O)=O. Product: [NH2:34][C:32]1[N:33]=[C:28]([CH2:27][CH2:26][O:25][C:24]2[CH:23]=[CH:22][C:21]([NH:20][C:18]([C:6]3[C:7]([C:8]4[CH:9]=[CH:10][C:11]([C:14]([F:17])([F:15])[F:16])=[CH:12][CH:13]=4)=[C:2]([CH3:1])[CH:3]=[CH:4][CH:5]=3)=[O:19])=[CH:43][CH:42]=2)[CH:29]=[CH:30][CH:31]=1. The catalyst class is: 4. (4) Reactant: [CH:1]([C:4]1[CH:9]=[CH:8][C:7]([C:10]2[S:14][C:13](=[O:15])[N:12]([C:16]3[CH:25]=[CH:24][C:19]([C:20]([O:22]C)=[O:21])=[CH:18][CH:17]=3)[N:11]=2)=[CH:6][CH:5]=1)([CH3:3])[CH3:2].B(Br)(Br)Br. Product: [CH:1]([C:4]1[CH:5]=[CH:6][C:7]([C:10]2[S:14][C:13](=[O:15])[N:12]([C:16]3[CH:25]=[CH:24][C:19]([C:20]([OH:22])=[O:21])=[CH:18][CH:17]=3)[N:11]=2)=[CH:8][CH:9]=1)([CH3:3])[CH3:2]. The catalyst class is: 4.